From a dataset of Reaction yield outcomes from USPTO patents with 853,638 reactions. Predict the reaction yield, written as a fraction of the theoretical maximum amount of product (1.0 means a 100% yield; for example, 0.34 means a 34% yield). (1) The reactants are [F:1][C:2]1[CH:7]=[CH:6][C:5]([C:8]#[C:9][CH2:10]O)=[CH:4][CH:3]=1.C1(P(C2C=CC=CC=2)C2C=CC=CC=2)C=CC=CC=1.C(Br)(Br)(Br)[Br:32]. The catalyst is C(Cl)Cl. The product is [Br:32][CH2:10][C:9]#[C:8][C:5]1[CH:6]=[CH:7][C:2]([F:1])=[CH:3][CH:4]=1. The yield is 0.990. (2) The catalyst is CO. The yield is 0.500. The product is [NH:1]1[C:9]2[C:4](=[CH:5][C:6]([CH2:10][CH:11]([NH:20][C:21]([N:23]3[CH2:24][CH2:25][CH:26]([N:29]4[CH2:38][C:37]5[C:32](=[CH:33][CH:34]=[CH:35][CH:36]=5)[NH:31][C:30]4=[O:39])[CH2:27][CH2:28]3)=[O:22])[C:12]([N:13]3[CH2:18][CH2:17][N:16]([CH2:40][CH:41]([CH3:42])[CH2:44][CH3:45])[CH2:15][CH2:14]3)=[O:19])=[CH:7][CH:8]=2)[CH:3]=[N:2]1. The reactants are [NH:1]1[C:9]2[C:4](=[CH:5][C:6]([CH2:10][CH:11]([NH:20][C:21]([N:23]3[CH2:28][CH2:27][CH:26]([N:29]4[CH2:38][C:37]5[C:32](=[CH:33][CH:34]=[CH:35][CH:36]=5)[NH:31][C:30]4=[O:39])[CH2:25][CH2:24]3)=[O:22])[C:12](=[O:19])[N:13]3[CH2:18][CH2:17][NH:16][CH2:15][CH2:14]3)=[CH:7][CH:8]=2)[CH:3]=[N:2]1.[CH3:40][CH:41]([CH2:44][CH3:45])[CH:42]=O.C(O[BH-](OC(=O)C)OC(=O)C)(=O)C.[Na+]. (3) The reactants are Cl[CH2:2][CH2:3][CH2:4][S:5]([O:8][CH2:9][CH2:10][CH2:11][CH3:12])(=[O:7])=[O:6].C([Li])CCC. The catalyst is C1COCC1. The product is [CH:4]1([S:5]([O:8][CH2:9][CH2:10][CH2:11][CH3:12])(=[O:7])=[O:6])[CH2:2][CH2:3]1. The yield is 0.782. (4) The reactants are [C:1]([CH2:3][C:4]([OH:6])=O)#[N:2].C([Mg]Cl)(C)C.[Br:12][C:13]1[S:17][C:16]([C:18](=[O:24])[CH2:19][CH2:20]C(O)=O)=[CH:15][CH:14]=1.C1N=CN(C(N2C=NC=C2)=O)C=1. The catalyst is C1COCC1. The product is [Br:12][C:13]1[S:17][C:16]([C:18](=[O:24])[CH2:19][CH2:20][C:4](=[O:6])[CH2:3][C:1]#[N:2])=[CH:15][CH:14]=1. The yield is 0.690. (5) The reactants are [C:1]([O:5][C:6]([NH:8][C@H:9]([C:23]([O:25][CH3:26])=[O:24])[CH2:10][C:11]1[CH:16]=[CH:15][C:14]([C:17]#[C:18][CH2:19][CH:20]([OH:22])[CH3:21])=[CH:13][CH:12]=1)=[O:7])([CH3:4])([CH3:3])[CH3:2]. The catalyst is CO.[Pd]. The product is [C:1]([O:5][C:6]([NH:8][C@H:9]([C:23]([O:25][CH3:26])=[O:24])[CH2:10][C:11]1[CH:12]=[CH:13][C:14]([CH2:17][CH2:18][CH2:19][CH:20]([OH:22])[CH3:21])=[CH:15][CH:16]=1)=[O:7])([CH3:4])([CH3:2])[CH3:3]. The yield is 0.490. (6) The reactants are Cl.[N:2]1[CH:7]=[CH:6][CH:5]=[CH:4][C:3]=1[CH2:8]Cl.[Cl:10][C:11]1[CH:12]=[C:13]([NH:18][C:19]2[C:28]3[C:23](=[CH:24][CH:25]=[CH:26][C:27]=3[O:29][CH2:30][C@@H:31]([N:33]([CH3:39])[C:34](=[O:38])[CH2:35][O:36][CH3:37])[CH3:32])[N:22]=[CH:21][N:20]=2)[CH:14]=[CH:15][C:16]=1[OH:17]. No catalyst specified. The product is [Cl:10][C:11]1[CH:12]=[C:13]([NH:18][C:19]2[C:28]3[C:23](=[CH:24][CH:25]=[CH:26][C:27]=3[O:29][CH2:30][C@@H:31]([N:33]([CH3:39])[C:34](=[O:38])[CH2:35][O:36][CH3:37])[CH3:32])[N:22]=[CH:21][N:20]=2)[CH:14]=[CH:15][C:16]=1[O:17][CH2:8][C:3]1[CH:4]=[CH:5][CH:6]=[CH:7][N:2]=1. The yield is 0.390.